Task: Regression. Given two drug SMILES strings and cell line genomic features, predict the synergy score measuring deviation from expected non-interaction effect.. Dataset: NCI-60 drug combinations with 297,098 pairs across 59 cell lines (1) Drug 1: COC1=CC(=CC(=C1O)OC)C2C3C(COC3=O)C(C4=CC5=C(C=C24)OCO5)OC6C(C(C7C(O6)COC(O7)C8=CC=CS8)O)O. Drug 2: C1C(C(OC1N2C=NC3=C(N=C(N=C32)Cl)N)CO)O. Cell line: DU-145. Synergy scores: CSS=22.5, Synergy_ZIP=1.42, Synergy_Bliss=2.65, Synergy_Loewe=-9.83, Synergy_HSA=1.39. (2) Drug 1: CCC1(CC2CC(C3=C(CCN(C2)C1)C4=CC=CC=C4N3)(C5=C(C=C6C(=C5)C78CCN9C7C(C=CC9)(C(C(C8N6C)(C(=O)OC)O)OC(=O)C)CC)OC)C(=O)OC)O.OS(=O)(=O)O. Drug 2: CC1=C2C(C(=O)C3(C(CC4C(C3C(C(C2(C)C)(CC1OC(=O)C(C(C5=CC=CC=C5)NC(=O)OC(C)(C)C)O)O)OC(=O)C6=CC=CC=C6)(CO4)OC(=O)C)O)C)O. Cell line: MDA-MB-435. Synergy scores: CSS=7.06, Synergy_ZIP=-4.04, Synergy_Bliss=-1.63, Synergy_Loewe=-5.00, Synergy_HSA=-0.539. (3) Cell line: UACC62. Drug 2: C(CC(=O)O)C(=O)CN.Cl. Synergy scores: CSS=10.9, Synergy_ZIP=-9.06, Synergy_Bliss=-7.57, Synergy_Loewe=-10.0, Synergy_HSA=-5.62. Drug 1: C1=CC(=CC=C1CCCC(=O)O)N(CCCl)CCCl. (4) Drug 1: CC12CCC(CC1=CCC3C2CCC4(C3CC=C4C5=CN=CC=C5)C)O. Drug 2: COC1=C(C=C2C(=C1)N=CN=C2NC3=CC(=C(C=C3)F)Cl)OCCCN4CCOCC4. Cell line: SN12C. Synergy scores: CSS=31.0, Synergy_ZIP=-7.62, Synergy_Bliss=6.47, Synergy_Loewe=4.96, Synergy_HSA=7.23. (5) Drug 1: CC1=C2C(C(=O)C3(C(CC4C(C3C(C(C2(C)C)(CC1OC(=O)C(C(C5=CC=CC=C5)NC(=O)OC(C)(C)C)O)O)OC(=O)C6=CC=CC=C6)(CO4)OC(=O)C)OC)C)OC. Drug 2: COC1=NC(=NC2=C1N=CN2C3C(C(C(O3)CO)O)O)N. Cell line: SR. Synergy scores: CSS=49.9, Synergy_ZIP=-1.14, Synergy_Bliss=-5.28, Synergy_Loewe=-39.5, Synergy_HSA=-5.39. (6) Drug 1: C1CCC(C1)C(CC#N)N2C=C(C=N2)C3=C4C=CNC4=NC=N3. Drug 2: CS(=O)(=O)C1=CC(=C(C=C1)C(=O)NC2=CC(=C(C=C2)Cl)C3=CC=CC=N3)Cl. Cell line: HOP-92. Synergy scores: CSS=6.25, Synergy_ZIP=-2.31, Synergy_Bliss=-2.54, Synergy_Loewe=-2.66, Synergy_HSA=-2.85.